From a dataset of Full USPTO retrosynthesis dataset with 1.9M reactions from patents (1976-2016). Predict the reactants needed to synthesize the given product. (1) Given the product [F:19][C:10]1[CH:11]=[C:12]([N+:16]([O-:18])=[O:17])[C:13]([F:15])=[CH:14][C:9]=1[O:8][C:6]1[CH:5]=[CH:4][N:3]=[C:2]([NH:24][C:20](=[O:23])[CH2:21][CH3:22])[CH:7]=1, predict the reactants needed to synthesize it. The reactants are: Cl[C:2]1[CH:7]=[C:6]([O:8][C:9]2[CH:14]=[C:13]([F:15])[C:12]([N+:16]([O-:18])=[O:17])=[CH:11][C:10]=2[F:19])[CH:5]=[CH:4][N:3]=1.[C:20]([NH2:24])(=[O:23])[CH2:21][CH3:22].C([O-])([O-])=O.[Cs+].[Cs+]. (2) Given the product [Br:1][C:2]1[CH:3]=[C:4]2[C:10]([C:11]3[N:12]=[C:13]([N:27]4[CH2:26][CH2:25][N:24]([C:30]([O:32][C:33]([CH3:36])([CH3:35])[CH3:34])=[O:31])[CH2:29][CH2:28]4)[CH:14]=[CH:15][CH:16]=3)=[N:9][N:8]([CH:18]3[CH2:23][CH2:22][CH2:21][CH2:20][O:19]3)[C:5]2=[CH:6][N:7]=1, predict the reactants needed to synthesize it. The reactants are: [Br:1][C:2]1[CH:3]=[C:4]2[C:10]([C:11]3[CH:16]=[CH:15][CH:14]=[C:13](F)[N:12]=3)=[N:9][N:8]([CH:18]3[CH2:23][CH2:22][CH2:21][CH2:20][O:19]3)[C:5]2=[CH:6][N:7]=1.[N:24]1([C:30]([O:32][C:33]([CH3:36])([CH3:35])[CH3:34])=[O:31])[CH2:29][CH2:28][NH:27][CH2:26][CH2:25]1. (3) Given the product [CH2:22]([NH:7][C@@H:6]([CH2:8][C:9]1[CH:14]=[CH:13][CH:12]=[CH:11][CH:10]=1)[C:5]([O:4][CH2:2][CH3:3])=[O:15])[CH3:23], predict the reactants needed to synthesize it. The reactants are: Cl.[CH2:2]([O:4][C:5](=[O:15])[C@H:6]([CH2:8][C:9]1[CH:14]=[CH:13][CH:12]=[CH:11][CH:10]=1)[NH2:7])[CH3:3].[O-]S([O-])(=O)=O.[Mg+2].[CH:22](=O)[CH3:23].CCN(CC)CC.[BH4-].[Na+]. (4) Given the product [CH3:1][N:2]1[C:6]2[CH:7]=[CH:8][CH:9]=[CH:10][C:5]=2[S:4][C:3]1=[C:34]1[S:33][C:32](=[S:37])[N:31]([CH2:24][C:25]2[CH:30]=[CH:29][CH:28]=[CH:27][CH:26]=2)[C:35]1=[O:36], predict the reactants needed to synthesize it. The reactants are: [CH3:1][N+:2]1[C:6]2[CH:7]=[CH:8][CH:9]=[CH:10][C:5]=2[S:4][C:3]=1SC.CC1C=CC(S(O)(=O)=O)=CC=1.[CH2:24]([N:31]1[C:35](=[O:36])[CH2:34][S:33][C:32]1=[S:37])[C:25]1[CH:30]=[CH:29][CH:28]=[CH:27][CH:26]=1.C(#N)C. (5) The reactants are: [CH3:1][O:2][CH2:3][CH2:4][NH:5][CH3:6].C(N(CC)CC)C.Cl[C:15](=[O:21])[C:16]([O:18][CH2:19][CH3:20])=[O:17]. Given the product [CH2:19]([O:18][C:16](=[O:17])[C:15]([N:5]([CH2:4][CH2:3][O:2][CH3:1])[CH3:6])=[O:21])[CH3:20], predict the reactants needed to synthesize it.